Task: Predict the product of the given reaction.. Dataset: Forward reaction prediction with 1.9M reactions from USPTO patents (1976-2016) (1) Given the reactants [CH2:1]([C@@H:4]1[CH2:9][CH2:8][CH2:7][C@H:6]([OH:10])[CH2:5]1)[CH:2]=[CH2:3].[H-].[Na+].I[CH2:14][C:15]1[N:16]=[C:17]([C:21]2[CH:26]=[CH:25][CH:24]=[C:23]([CH3:27])[CH:22]=2)[O:18][C:19]=1[CH3:20].CCOCC, predict the reaction product. The product is: [CH2:1]([C@@H:4]1[CH2:9][CH2:8][CH2:7][C@H:6]([O:10][CH2:14][C:15]2[N:16]=[C:17]([C:21]3[CH:26]=[CH:25][CH:24]=[C:23]([CH3:27])[CH:22]=3)[O:18][C:19]=2[CH3:20])[CH2:5]1)[CH:2]=[CH2:3]. (2) Given the reactants [CH2:1]([NH:5][C:6](=[O:31])[C:7]1[CH:12]=[CH:11][C:10]([C:13]2[CH2:17][C:16]([C:22]3[CH:27]=[C:26]([Cl:28])[CH:25]=[C:24]([Cl:29])[CH:23]=3)([C:18]([F:21])([F:20])[F:19])[O:15][N:14]=2)=[CH:9][C:8]=1[CH3:30])[CH2:2][CH2:3][CH3:4].C(NC(C)C)(C)C.C([Li])CCC, predict the reaction product. The product is: [CH2:1]([NH:5][C:6](=[O:31])[C:7]1[CH:12]=[CH:11][C:10]([C:13](=[N:14][OH:15])[CH:17]=[C:16]([C:22]2[CH:27]=[C:26]([Cl:28])[CH:25]=[C:24]([Cl:29])[CH:23]=2)[C:18]([F:19])([F:21])[F:20])=[CH:9][C:8]=1[CH3:30])[CH2:2][CH2:3][CH3:4]. (3) Given the reactants CO[C:3](=O)[C@@H:4]1[CH2:8][C:7](=[CH2:9])[CH2:6][N:5]1[C:10]([O:12][CH2:13][C:14]1[CH:19]=[CH:18][CH:17]=[CH:16][CH:15]=1)=[O:11].C(O[C:29]([N:31]1C2C(=CC=CC=2)CC1C(OC)=O)=O)C1C=CC=CC=1, predict the reaction product. The product is: [CH2:13]([O:12][C:10]([N:5]1[CH2:6][C:7](=[CH2:9])[CH2:8][C@H:4]1[CH2:3][C:29]#[N:31])=[O:11])[C:14]1[CH:19]=[CH:18][CH:17]=[CH:16][CH:15]=1.